Task: Regression/Classification. Given a drug SMILES string, predict its toxicity properties. Task type varies by dataset: regression for continuous values (e.g., LD50, hERG inhibition percentage) or binary classification for toxic/non-toxic outcomes (e.g., AMES mutagenicity, cardiotoxicity, hepatotoxicity). Dataset: ld50_zhu.. Dataset: Acute oral toxicity (LD50) regression data from Zhu et al. (1) The molecule is C=CC1(C)OC(=O)N(c2cc(Cl)cc(Cl)c2)C1=O. The rat oral LD50 is 1.46, given as -log10 of the dose in mol/kg body weight (higher means more acutely toxic). (2) The compound is CC(Cc1ccccc1)C(=O)C(C)Cc1ccccc1. The rat oral LD50 is 2.00, given as -log10 of the dose in mol/kg body weight (higher means more acutely toxic). (3) The molecule is O=P(OCCCl)(OCCCl)OC1CC(C(Br)CBr)CCC1Cl. The rat oral LD50 is 2.23, given as -log10 of the dose in mol/kg body weight (higher means more acutely toxic). (4) The drug is CC(=O)OCCO. The rat oral LD50 is 1.10, given as -log10 of the dose in mol/kg body weight (higher means more acutely toxic). (5) The molecule is C=CC(C)=O. The rat oral LD50 is 3.37, given as -log10 of the dose in mol/kg body weight (higher means more acutely toxic). (6) The drug is O=[N+]([O-])c1ccccc1C1OCC(CCl)O1. The rat oral LD50 is 3.57, given as -log10 of the dose in mol/kg body weight (higher means more acutely toxic). (7) The drug is OC(COc1ccccc1)COc1ccccc1. The rat oral LD50 is 2.23, given as -log10 of the dose in mol/kg body weight (higher means more acutely toxic). (8) The drug is CC(=O)c1cccc2ccccc12. The rat oral LD50 is 2.04, given as -log10 of the dose in mol/kg body weight (higher means more acutely toxic). (9) The rat oral LD50 is 1.82, given as -log10 of the dose in mol/kg body weight (higher means more acutely toxic). The compound is CCOC1c2ccccc2C(=O)N(C)c2ccccc21. (10) The molecule is CCC=CCCOC(=O)c1ccccc1O. The rat oral LD50 is 1.64, given as -log10 of the dose in mol/kg body weight (higher means more acutely toxic).